The task is: Predict the product of the given reaction.. This data is from Forward reaction prediction with 1.9M reactions from USPTO patents (1976-2016). (1) Given the reactants [Cl:1][C:2]1[CH:7]=[C:6]([NH:8][C:9]([C:11]2[CH:16]=[C:15](B3OC(C)(C)C(C)(C)O3)[CH:14]=[C:13]([CH3:26])[N:12]=2)=[O:10])[CH:5]=[CH:4][N:3]=1.Br[C:28]1[CH:33]=[CH:32][N:31]=[C:30]([CH3:34])[CH:29]=1, predict the reaction product. The product is: [Cl:1][C:2]1[CH:7]=[C:6]([NH:8][C:9]([C:11]2[CH:16]=[C:15]([C:28]3[CH:33]=[CH:32][N:31]=[C:30]([CH3:34])[CH:29]=3)[CH:14]=[C:13]([CH3:26])[N:12]=2)=[O:10])[CH:5]=[CH:4][N:3]=1. (2) Given the reactants C([N:8]1[C@@H:13]2[C@H:14]([C:16]([OH:19])([CH3:18])[CH3:17])[CH2:15][C@@:9]1([C:36]1[CH:41]=[CH:40][CH:39]=[CH:38][CH:37]=1)[C@H:10]([O:20][CH2:21][C:22]1[CH:27]=[C:26]([C:28]([F:31])([F:30])[F:29])[CH:25]=[C:24]([C:32]([F:35])([F:34])[F:33])[CH:23]=1)[CH2:11][CH2:12]2)C1C=CC=CC=1, predict the reaction product. The product is: [F:30][C:28]([F:29])([F:31])[C:26]1[CH:27]=[C:22]([CH2:21][O:20][C@@H:10]2[CH2:11][CH2:12][C@@H:13]3[NH:8][C@@:9]2([C:36]2[CH:41]=[CH:40][CH:39]=[CH:38][CH:37]=2)[CH2:15][C@H:14]3[C:16]([OH:19])([CH3:18])[CH3:17])[CH:23]=[C:24]([C:32]([F:33])([F:34])[F:35])[CH:25]=1.